Dataset: Full USPTO retrosynthesis dataset with 1.9M reactions from patents (1976-2016). Task: Predict the reactants needed to synthesize the given product. Given the product [CH3:52][O:53][C:54]1[CH:61]=[CH:60][C:57]([CH2:58][NH:59][C:22]([C@@H:20]2[CH2:21][C@H:19]2[C:16]2[CH:17]=[CH:18][C:13]([NH:12][CH2:11][C:10]3[CH:25]=[CH:26][CH:27]=[C:8]([O:1][C:2]4[CH:3]=[CH:4][CH:5]=[CH:6][CH:7]=4)[CH:9]=3)=[CH:14][CH:15]=2)=[O:24])=[CH:56][CH:55]=1, predict the reactants needed to synthesize it. The reactants are: [O:1]([C:8]1[CH:9]=[C:10]([CH:25]=[CH:26][CH:27]=1)[CH2:11][NH:12][C:13]1[CH:18]=[CH:17][C:16]([C@@H:19]2[CH2:21][C@H:20]2[C:22]([OH:24])=O)=[CH:15][CH:14]=1)[C:2]1[CH:7]=[CH:6][CH:5]=[CH:4][CH:3]=1.CN(C(ON1N=NC2C=CC=NC1=2)=[N+](C)C)C.F[P-](F)(F)(F)(F)F.[CH3:52][O:53][C:54]1[CH:61]=[CH:60][C:57]([CH2:58][NH2:59])=[CH:56][CH:55]=1.